This data is from Full USPTO retrosynthesis dataset with 1.9M reactions from patents (1976-2016). The task is: Predict the reactants needed to synthesize the given product. (1) Given the product [N+:17]([C:12]1[CH:13]=[C:14]2[C:9](=[CH:10][CH:11]=1)[O:8][C@@H:7]([CH2:5][NH:4][CH2:3][C@@H:2]([C:20]1[CH:21]=[N:22][CH:23]=[CH:24][CH:25]=1)[OH:1])[CH2:16][CH2:15]2)([O-:19])=[O:18], predict the reactants needed to synthesize it. The reactants are: [OH:1][C@H:2]([C:20]1[CH:21]=[N:22][CH:23]=[CH:24][CH:25]=1)[CH2:3][NH:4][C:5]([C@H:7]1[CH2:16][CH2:15][C:14]2[C:9](=[CH:10][CH:11]=[C:12]([N+:17]([O-:19])=[O:18])[CH:13]=2)[O:8]1)=O.CO.Cl.[OH-].[Na+]. (2) Given the product [CH2:1]([O:8][C:9]([N:11]1[CH2:17][CH2:16][CH2:15][CH:14]([NH:18][C:19](=[O:41])[CH:20]([NH:32][C:33]([N:35]2[CH2:40][CH2:39][O:38][CH2:37][CH2:36]2)=[O:34])[CH2:21][S:22]([CH2:25][C:26]2[CH:27]=[CH:28][CH:29]=[CH:30][CH:31]=2)(=[O:24])=[O:23])[C:13](=[O:42])[CH2:12]1)=[O:10])[C:2]1[CH:3]=[CH:4][CH:5]=[CH:6][CH:7]=1, predict the reactants needed to synthesize it. The reactants are: [CH2:1]([O:8][C:9]([N:11]1[CH2:17][CH2:16][CH2:15][CH:14]([NH:18][C:19](=[O:41])[CH:20]([NH:32][C:33]([N:35]2[CH2:40][CH2:39][O:38][CH2:37][CH2:36]2)=[O:34])[CH2:21][S:22]([CH2:25][C:26]2[CH:31]=[CH:30][CH:29]=[CH:28][CH:27]=2)(=[O:24])=[O:23])[CH:13]([OH:42])[CH2:12]1)=[O:10])[C:2]1[CH:7]=[CH:6][CH:5]=[CH:4][CH:3]=1.C(N(CC)CC)C. (3) Given the product [F:1][C:2]1[CH:3]=[C:4]([OH:12])[C:5]([OH:10])=[CH:6][C:7]=1[CH:8]=[O:9], predict the reactants needed to synthesize it. The reactants are: [F:1][C:2]1[C:7]([CH:8]=[O:9])=[CH:6][C:5]([O:10]C)=[C:4]([O:12]C)[CH:3]=1.B(Br)(Br)Br. (4) Given the product [C:1]([NH:4][C@@H:5]([CH2:42][C:43]1[CH:44]=[CH:45][CH:46]=[CH:47][CH:48]=1)[C:6]([NH:8][C@H:9]([C:34](=[O:41])[NH:35][CH2:36][CH2:37][CH2:38][CH2:39][CH3:40])[CH2:10][C:11]1[CH:16]=[CH:15][CH:14]=[C:13]([N:17]2[CH2:21][C:20](=[O:22])[NH:19][S:18]2(=[O:33])=[O:32])[CH:12]=1)=[O:7])(=[O:3])[CH3:2], predict the reactants needed to synthesize it. The reactants are: [C:1]([NH:4][C@@H:5]([CH2:42][C:43]1[CH:48]=[CH:47][CH:46]=[CH:45][CH:44]=1)[C:6]([NH:8][C@H:9]([C:34](=[O:41])[NH:35][CH2:36][CH2:37][CH2:38][CH2:39][CH3:40])[CH2:10][C:11]1[CH:16]=[CH:15][CH:14]=[C:13]([N:17]2[CH2:21][C:20](=[O:22])[N:19](CC3C=CC(OC)=CC=3)[S:18]2(=[O:33])=[O:32])[CH:12]=1)=[O:7])(=[O:3])[CH3:2].C([SiH](C)C)(C)(C)C.